From a dataset of Forward reaction prediction with 1.9M reactions from USPTO patents (1976-2016). Predict the product of the given reaction. (1) Given the reactants [F:1][C:2]1[CH:7]=[C:6]([F:8])[CH:5]=[CH:4][C:3]=1[CH2:9][C:10]([OH:12])=[O:11].C[Si]([N-][Si](C)(C)C)(C)C.[Na+].[Cl:23][CH2:24][CH2:25][CH2:26][CH2:27]I, predict the reaction product. The product is: [Cl:23][CH2:24][CH2:25][CH2:26][CH2:27][CH:9]([C:3]1[CH:4]=[CH:5][C:6]([F:8])=[CH:7][C:2]=1[F:1])[C:10]([OH:12])=[O:11]. (2) Given the reactants [Cl:1][C:2]1[CH:7]=[CH:6][C:5]([CH:8]([OH:22])[CH:9]2[CH2:14][CH2:13][N:12]([C:15]([O:17][C:18]([CH3:21])([CH3:20])[CH3:19])=[O:16])[CH2:11][CH2:10]2)=[CH:4][CH:3]=1.[H-].[Na+].Cl.Cl[CH2:27][CH2:28][N:29]([CH3:31])[CH3:30], predict the reaction product. The product is: [Cl:1][C:2]1[CH:3]=[CH:4][C:5]([CH:8]([O:22][CH2:27][CH2:28][N:29]([CH3:31])[CH3:30])[CH:9]2[CH2:10][CH2:11][N:12]([C:15]([O:17][C:18]([CH3:19])([CH3:21])[CH3:20])=[O:16])[CH2:13][CH2:14]2)=[CH:6][CH:7]=1. (3) Given the reactants Cl.[Cl:2][C:3]1[CH:8]=[CH:7][C:6]([C@H:9]([NH:13][C:14]([C:16]2([NH:31]C(=O)OC(C)(C)C)[CH2:21][CH2:20][N:19]([C:22]3[C:23]4[CH:30]=[CH:29][NH:28][C:24]=4[N:25]=[CH:26][N:27]=3)[CH2:18][CH2:17]2)=[O:15])[CH2:10][CH2:11][OH:12])=[CH:5][CH:4]=1, predict the reaction product. The product is: [NH2:31][C:16]1([C:14]([NH:13][C@@H:9]([C:6]2[CH:5]=[CH:4][C:3]([Cl:2])=[CH:8][CH:7]=2)[CH2:10][CH2:11][OH:12])=[O:15])[CH2:17][CH2:18][N:19]([C:22]2[C:23]3[CH:30]=[CH:29][NH:28][C:24]=3[N:25]=[CH:26][N:27]=2)[CH2:20][CH2:21]1. (4) Given the reactants [H-].[Na+].[CH2:3]([OH:7])[C:4]#[C:5][CH3:6].Cl[C:9]1[CH:14]=[C:13]([O:15][C@@H:16]2[CH2:21][CH2:20][CH2:19][CH2:18][C@@H:17]2[CH3:22])[N:12]=[CH:11][N:10]=1.[Cl-].[NH4+], predict the reaction product. The product is: [CH2:3]([O:7][C:9]1[CH:14]=[C:13]([O:15][C@@H:16]2[CH2:21][CH2:20][CH2:19][CH2:18][C@@H:17]2[CH3:22])[N:12]=[CH:11][N:10]=1)[C:4]#[C:5][CH3:6]. (5) Given the reactants [CH:1]1([C:4]2[CH:5]=[C:6]([C:18]3[S:22][C:21]([C@@:23]4([OH:35])[CH2:28][CH2:27][C@H:26]([C:29]([O:31]C)=[O:30])[C:25]([CH3:34])([CH3:33])[CH2:24]4)=[N:20][CH:19]=3)[CH:7]=[C:8]([NH:10][C:11]3[N:16]=[C:15]([CH3:17])[CH:14]=[CH:13][N:12]=3)[CH:9]=2)[CH2:3][CH2:2]1.[OH-].[Na+].Cl.CO.O, predict the reaction product. The product is: [CH:1]1([C:4]2[CH:5]=[C:6]([C:18]3[S:22][C:21]([C@@:23]4([OH:35])[CH2:28][CH2:27][C@H:26]([C:29]([OH:31])=[O:30])[C:25]([CH3:33])([CH3:34])[CH2:24]4)=[N:20][CH:19]=3)[CH:7]=[C:8]([NH:10][C:11]3[N:16]=[C:15]([CH3:17])[CH:14]=[CH:13][N:12]=3)[CH:9]=2)[CH2:3][CH2:2]1.